From a dataset of NCI-60 drug combinations with 297,098 pairs across 59 cell lines. Regression. Given two drug SMILES strings and cell line genomic features, predict the synergy score measuring deviation from expected non-interaction effect. (1) Drug 1: CCCS(=O)(=O)NC1=C(C(=C(C=C1)F)C(=O)C2=CNC3=C2C=C(C=N3)C4=CC=C(C=C4)Cl)F. Cell line: RPMI-8226. Drug 2: CC1CCCC2(C(O2)CC(NC(=O)CC(C(C(=O)C(C1O)C)(C)C)O)C(=CC3=CSC(=N3)C)C)C. Synergy scores: CSS=4.08, Synergy_ZIP=1.48, Synergy_Bliss=6.04, Synergy_Loewe=-4.32, Synergy_HSA=-1.25. (2) Drug 1: CC(C)(C#N)C1=CC(=CC(=C1)CN2C=NC=N2)C(C)(C)C#N. Drug 2: CC1=C2C(C(=O)C3(C(CC4C(C3C(C(C2(C)C)(CC1OC(=O)C(C(C5=CC=CC=C5)NC(=O)OC(C)(C)C)O)O)OC(=O)C6=CC=CC=C6)(CO4)OC(=O)C)O)C)O. Cell line: 786-0. Synergy scores: CSS=-0.865, Synergy_ZIP=0.454, Synergy_Bliss=1.12, Synergy_Loewe=-1.04, Synergy_HSA=-0.272. (3) Drug 1: CC(CN1CC(=O)NC(=O)C1)N2CC(=O)NC(=O)C2. Drug 2: C1CNP(=O)(OC1)N(CCCl)CCCl. Cell line: RPMI-8226. Synergy scores: CSS=29.6, Synergy_ZIP=-0.0779, Synergy_Bliss=-2.56, Synergy_Loewe=-16.7, Synergy_HSA=-3.24. (4) Drug 1: C1=NC(=NC(=O)N1C2C(C(C(O2)CO)O)O)N. Drug 2: B(C(CC(C)C)NC(=O)C(CC1=CC=CC=C1)NC(=O)C2=NC=CN=C2)(O)O. Cell line: BT-549. Synergy scores: CSS=32.6, Synergy_ZIP=-9.49, Synergy_Bliss=-8.41, Synergy_Loewe=-6.69, Synergy_HSA=-4.54. (5) Drug 1: CC1=C(C=C(C=C1)NC2=NC=CC(=N2)N(C)C3=CC4=NN(C(=C4C=C3)C)C)S(=O)(=O)N.Cl. Drug 2: C1CCC(CC1)NC(=O)N(CCCl)N=O. Cell line: NCI-H522. Synergy scores: CSS=22.7, Synergy_ZIP=-4.64, Synergy_Bliss=3.06, Synergy_Loewe=0.623, Synergy_HSA=3.27. (6) Drug 1: C1=CC(=CC=C1CCC2=CNC3=C2C(=O)NC(=N3)N)C(=O)NC(CCC(=O)O)C(=O)O. Drug 2: CC1C(C(=O)NC(C(=O)N2CCCC2C(=O)N(CC(=O)N(C(C(=O)O1)C(C)C)C)C)C(C)C)NC(=O)C3=C4C(=C(C=C3)C)OC5=C(C(=O)C(=C(C5=N4)C(=O)NC6C(OC(=O)C(N(C(=O)CN(C(=O)C7CCCN7C(=O)C(NC6=O)C(C)C)C)C)C(C)C)C)N)C. Cell line: UACC-257. Synergy scores: CSS=-0.406, Synergy_ZIP=1.03, Synergy_Bliss=-0.159, Synergy_Loewe=0.325, Synergy_HSA=-0.116.